From a dataset of Full USPTO retrosynthesis dataset with 1.9M reactions from patents (1976-2016). Predict the reactants needed to synthesize the given product. (1) Given the product [CH2:10]([C:12]1[CH:17]=[CH:16][C:15]([NH:18][N:19]=[C:2]([CH3:4])[C:1]([O:6][CH2:7][CH3:8])=[O:5])=[CH:14][CH:13]=1)[CH3:11], predict the reactants needed to synthesize it. The reactants are: [C:1]([O:6][CH2:7][CH3:8])(=[O:5])[C:2]([CH3:4])=O.Cl.[CH2:10]([C:12]1[CH:17]=[CH:16][C:15]([NH:18][NH2:19])=[CH:14][CH:13]=1)[CH3:11]. (2) Given the product [F:1][C:2]1[CH:7]=[CH:6][CH:5]=[C:4]2[C:3]=1[N:14]=[C:15]([N:40]1[CH2:39][CH2:38][N:37]([C:32]3[CH:33]=[CH:34][C:35]([F:36])=[C:30]([F:29])[CH:31]=3)[CH2:42][CH2:41]1)[N:16]([C:17]1[CH:22]=[C:21]([C:23]([F:26])([F:25])[F:24])[CH:20]=[CH:19][C:18]=1[O:27][CH3:28])[CH:8]2[CH2:9][C:10]([O:12][CH3:13])=[O:11], predict the reactants needed to synthesize it. The reactants are: [F:1][C:2]1[C:3]([N:14]=[C:15]=[N:16][C:17]2[CH:22]=[C:21]([C:23]([F:26])([F:25])[F:24])[CH:20]=[CH:19][C:18]=2[O:27][CH3:28])=[C:4](/[CH:8]=[CH:9]/[C:10]([O:12][CH3:13])=[O:11])[CH:5]=[CH:6][CH:7]=1.[F:29][C:30]1[CH:31]=[C:32]([N:37]2[CH2:42][CH2:41][NH:40][CH2:39][CH2:38]2)[CH:33]=[CH:34][C:35]=1[F:36]. (3) Given the product [Cl:18][C:19]1[CH:20]=[C:21]([C@@H:25]([OH:26])[CH2:27][NH:1][CH2:2][CH2:3][C:4]2[CH:5]=[CH:6][C:7]([S:10][C:11]3[CH:12]=[CH:13][C:14]([OH:17])=[CH:15][CH:16]=3)=[CH:8][CH:9]=2)[CH:22]=[CH:23][CH:24]=1, predict the reactants needed to synthesize it. The reactants are: [NH2:1][CH2:2][CH2:3][C:4]1[CH:9]=[CH:8][C:7]([S:10][C:11]2[CH:16]=[CH:15][C:14]([OH:17])=[CH:13][CH:12]=2)=[CH:6][CH:5]=1.[Cl:18][C:19]1[CH:20]=[C:21]([C@@H:25]2[CH2:27][O:26]2)[CH:22]=[CH:23][CH:24]=1. (4) Given the product [N:1]1([CH2:13][C:14]2([C:24]3[CH:29]=[CH:28][C:27]([F:30])=[CH:26][CH:25]=3)[O:15][CH:16]2[C:17]2[C:18]([Cl:23])=[N:19][CH:20]=[CH:21][CH:22]=2)[CH:5]=[N:4][CH:3]=[N:2]1, predict the reactants needed to synthesize it. The reactants are: [NH:1]1[CH:5]=[N:4][CH:3]=[N:2]1.[H-].[Na+].CS(O[CH2:13][C:14]1([C:24]2[CH:29]=[CH:28][C:27]([F:30])=[CH:26][CH:25]=2)[CH:16]([C:17]2[C:18]([Cl:23])=[N:19][CH:20]=[CH:21][CH:22]=2)[O:15]1)(=O)=O. (5) Given the product [Cl:14][C:5]1[CH:6]=[C:7]([C:10]([F:12])([F:13])[F:11])[CH:8]=[CH:9][C:4]=1[N:1]1[C:24]([NH2:25])=[C:23]([C:20]2[CH:21]=[CH:22][C:17]([O:16][CH3:15])=[CH:18][CH:19]=2)[N:3]=[N:2]1, predict the reactants needed to synthesize it. The reactants are: [N:1]([C:4]1[CH:9]=[CH:8][C:7]([C:10]([F:13])([F:12])[F:11])=[CH:6][C:5]=1[Cl:14])=[N+:2]=[N-:3].[CH3:15][O:16][C:17]1[CH:22]=[CH:21][C:20]([CH2:23][C:24]#[N:25])=[CH:19][CH:18]=1.C[O-].[Na+].